This data is from Forward reaction prediction with 1.9M reactions from USPTO patents (1976-2016). The task is: Predict the product of the given reaction. (1) Given the reactants N(C(OC(C)(C)C)=O)=NC(OC(C)(C)C)=O.[F:17][C:18]1[C:23]([CH2:24]O)=[CH:22][CH:21]=[CH:20][N:19]=1.[F:26][C:27]1[CH:45]=[C:44]([F:46])[CH:43]=[CH:42][C:28]=1[O:29][C:30]1[CH:35]=[CH:34][C:33]([NH:36][S:37]([CH2:40][CH3:41])(=[O:39])=[O:38])=[CH:32][CH:31]=1.C1(P(C2C=CC=CC=2)C2C=CC=CC=2)C=CC=CC=1, predict the reaction product. The product is: [F:26][C:27]1[CH:45]=[C:44]([F:46])[CH:43]=[CH:42][C:28]=1[O:29][C:30]1[CH:31]=[CH:32][C:33]([N:36]([CH2:24][C:23]2[C:18]([F:17])=[N:19][CH:20]=[CH:21][CH:22]=2)[S:37]([CH2:40][CH3:41])(=[O:38])=[O:39])=[CH:34][CH:35]=1. (2) Given the reactants [O:1]1[CH2:5]CC[CH2:2]1.C([N-]C(C)C)(C)C.[Li+].C1(P(=O)(C2C=CC=CC=2)COC)C=CC=CC=1.[CH3:31][C:32]([CH3:38])([CH2:35][CH:36]=[CH2:37])[CH:33]=O, predict the reaction product. The product is: [CH3:2][O:1][CH:5]=[CH:33][C:32]([CH3:31])([CH3:38])[CH2:35][CH:36]=[CH2:37]. (3) Given the reactants [Cl:1][C:2]1[C:3]([CH2:18][CH3:19])=[C:4]([NH:10][C@H:11]([C@@H:15]([OH:17])[CH3:16])[C:12]([OH:14])=O)[CH:5]=[CH:6][C:7]=1[C:8]#[N:9].[C:20]([C:22]1[CH:31]=[CH:30][C:25]([C:26]([NH:28][NH2:29])=[O:27])=[CH:24][CH:23]=1)#[N:21].O.ON1C2C=CC=CC=2N=N1.Cl.CN(C)CCCN=C=NCC.C(N(CC)CC)C, predict the reaction product. The product is: [Cl:1][C:2]1[C:3]([CH2:18][CH3:19])=[C:4]([NH:10][C@H:11]([C@@H:15]([OH:17])[CH3:16])[C:12]([NH:29][NH:28][C:26](=[O:27])[C:25]2[CH:24]=[CH:23][C:22]([C:20]#[N:21])=[CH:31][CH:30]=2)=[O:14])[CH:5]=[CH:6][C:7]=1[C:8]#[N:9]. (4) Given the reactants Br[C:2]1[N:7]=[CH:6][C:5]([CH2:8][NH:9][C:10]([C:12]2[C:13]3[CH:20]=[N:19][N:18]([C:21]4[CH:26]=[CH:25][C:24]([F:27])=[CH:23][CH:22]=4)[C:14]=3[CH:15]=[N:16][CH:17]=2)=[O:11])=[CH:4][CH:3]=1.[CH2:28]([S:30]([O-:32])=[O:31])[CH3:29].[Br-].[Mg+2].C([Mg]Br)C.[Br-], predict the reaction product. The product is: [CH2:28]([S:30]([C:2]1[N:7]=[CH:6][C:5]([CH2:8][NH:9][C:10]([C:12]2[C:13]3[CH:20]=[N:19][N:18]([C:21]4[CH:26]=[CH:25][C:24]([F:27])=[CH:23][CH:22]=4)[C:14]=3[CH:15]=[N:16][CH:17]=2)=[O:11])=[CH:4][CH:3]=1)(=[O:32])=[O:31])[CH3:29].